This data is from Catalyst prediction with 721,799 reactions and 888 catalyst types from USPTO. The task is: Predict which catalyst facilitates the given reaction. (1) Reactant: [CH3:1][C@@H:2]1[N:17]([C:18]([O:20][CH2:21][C:22]2[CH:27]=[CH:26][CH:25]=[CH:24][CH:23]=2)=[O:19])[CH2:16][CH2:15][C@@:4]2([NH:8][S:7](=[O:10])(=[O:9])[C:6](C(OC)=O)=[CH:5]2)[CH2:3]1.O.[Cl-].[Na+]. Product: [CH3:1][C@@H:2]1[N:17]([C:18]([O:20][CH2:21][C:22]2[CH:27]=[CH:26][CH:25]=[CH:24][CH:23]=2)=[O:19])[CH2:16][CH2:15][C@@:4]2([NH:8][S:7](=[O:10])(=[O:9])[CH:6]=[CH:5]2)[CH2:3]1. The catalyst class is: 16. (2) Product: [C:22]([C:24]1[CH:29]=[C:28]([C:2]2[CH:3]=[C:4]3[C:9](=[CH:10][CH:11]=2)[N:8]=[CH:7][CH:6]=[C:5]3[S:12][C:13]2([C:17]([O:19][CH2:20][CH3:21])=[O:18])[CH2:16][CH2:15][CH2:14]2)[CH:27]=[CH:26][CH:25]=1)#[N:23]. Reactant: Br[C:2]1[CH:3]=[C:4]2[C:9](=[CH:10][CH:11]=1)[N:8]=[CH:7][CH:6]=[C:5]2[S:12][C:13]1([C:17]([O:19][CH2:20][CH3:21])=[O:18])[CH2:16][CH2:15][CH2:14]1.[C:22]([C:24]1[CH:25]=[C:26](B(O)O)[CH:27]=[CH:28][CH:29]=1)#[N:23].C(=O)([O-])[O-].[Na+].[Na+].O1CCOCC1. The catalyst class is: 263. (3) Reactant: [H-].[Na+].[Cl:3][C:4]1[CH:9]=[CH:8][CH:7]=[CH:6][C:5]=1[NH:10][C:11]([C:13]1[S:26][C:16]2[C:17]3[CH:25]=[N:24][CH:23]=[CH:22][C:18]=3[O:19][CH2:20][CH2:21][C:15]=2[CH:14]=1)=[O:12].[CH3:27]I.O. Product: [Cl:3][C:4]1[CH:9]=[CH:8][CH:7]=[CH:6][C:5]=1[N:10]([CH3:27])[C:11]([C:13]1[S:26][C:16]2[C:17]3[CH:25]=[N:24][CH:23]=[CH:22][C:18]=3[O:19][CH2:20][CH2:21][C:15]=2[CH:14]=1)=[O:12]. The catalyst class is: 7. (4) Reactant: [CH3:1][S:2][C:3]1[CH:4]=[C:5]([CH:9]([OH:17])[CH2:10][C:11]2[CH:16]=[CH:15][N:14]=[CH:13][CH:12]=2)[CH:6]=[CH:7][CH:8]=1.[Cr](O[Cr]([O-])(=O)=O)([O-])(=O)=[O:19].[NH+]1C=CC=CC=1.[NH+]1C=CC=CC=1. Product: [CH3:1][S:2][C:3]1[CH:4]=[C:5]([C:9](=[O:17])[C:10]([C:11]2[CH:16]=[CH:15][N:14]=[CH:13][CH:12]=2)=[O:19])[CH:6]=[CH:7][CH:8]=1. The catalyst class is: 2.